From a dataset of Reaction yield outcomes from USPTO patents with 853,638 reactions. Predict the reaction yield, written as a fraction of the theoretical maximum amount of product (1.0 means a 100% yield; for example, 0.34 means a 34% yield). (1) The reactants are [NH:1]1[CH:5]=[CH:4][C:3]([NH:6][C:7]2[NH:8][C:9](=O)[C:10]3[C:15]([CH:16]=2)=[CH:14][CH:13]=[CH:12][CH:11]=3)=[N:2]1.O=P(Cl)(Cl)[Cl:20]. No catalyst specified. The product is [Cl:20][C:9]1[C:10]2[C:15](=[CH:14][CH:13]=[CH:12][CH:11]=2)[CH:16]=[C:7]([NH:6][C:3]2[CH:4]=[CH:5][NH:1][N:2]=2)[N:8]=1. The yield is 0.610. (2) The reactants are [N:1]1[CH:6]=[CH:5][CH:4]=[CH:3][C:2]=1[C:7]1[N:11]=[C:10]([C:12]2[CH:17]=[C:16]([OH:18])[CH:15]=[C:14]([C:19]#[N:20])[CH:13]=2)[O:9][N:8]=1.[C:21](=[O:24])([O-])[O-].[K+].[K+].[CH2:27](Br)CCCCC. The catalyst is CN(C)C=O.ClCCl. The product is [N:1]1[CH:6]=[CH:5][CH:4]=[CH:3][C:2]=1[C:7]1[N:11]=[C:10]([C:12]2[CH:17]=[C:16]([O:18][CH2:27][CH2:21][OH:24])[CH:15]=[C:14]([C:19]#[N:20])[CH:13]=2)[O:9][N:8]=1. The yield is 0.390. (3) The reactants are [CH:1]([NH:4][C:5]([CH2:7][NH:8][C:9](=[O:27])[C:10]1[CH:15]=[C:14]([N:16]2[CH2:22][CH2:21][CH2:20][N:19]([CH3:23])[CH2:18][CH2:17]2)[CH:13]=[CH:12][C:11]=1[N+:24]([O-])=O)=[O:6])([CH3:3])[CH3:2]. The catalyst is CO.[Pd]. The product is [NH2:24][C:11]1[CH:12]=[CH:13][C:14]([N:16]2[CH2:22][CH2:21][CH2:20][N:19]([CH3:23])[CH2:18][CH2:17]2)=[CH:15][C:10]=1[C:9]([NH:8][CH2:7][C:5](=[O:6])[NH:4][CH:1]([CH3:3])[CH3:2])=[O:27]. The yield is 1.00. (4) The catalyst is CN(C)C=O.C(OCC)(=O)C. The yield is 0.100. The reactants are [F:1][C:2]([F:17])([F:16])[C:3]1[CH:8]=[CH:7][C:6]([C:9]2[N:14]=[N:13][C:12]([NH2:15])=[CH:11][CH:10]=2)=[CH:5][CH:4]=1.[H-].[Na+].CS(O[CH:25]([C:29]1[CH:39]=[CH:38][C:32]([C:33]([O:35][CH2:36][CH3:37])=[O:34])=[CH:31][CH:30]=1)[CH2:26][CH2:27][CH3:28])(=O)=O. The product is [F:17][C:2]([F:1])([F:16])[C:3]1[CH:4]=[CH:5][C:6]([C:9]2[N:14]=[N:13][C:12]([NH:15][CH:25]([C:29]3[CH:39]=[CH:38][C:32]([C:33]([O:35][CH2:36][CH3:37])=[O:34])=[CH:31][CH:30]=3)[CH2:26][CH2:27][CH3:28])=[CH:11][CH:10]=2)=[CH:7][CH:8]=1. (5) The catalyst is C1COCC1. The product is [Br:32][CH2:33][CH2:34][O:35][C:40]1[CH:41]=[C:42]([O:43][CH3:44])[C:37]([Cl:36])=[CH:38][C:39]=1[N+:46]([O-:48])=[O:47]. The reactants are CCOC(/N=N/C(OCC)=O)=O.C1C=CC(P(C2C=CC=CC=2)C2C=CC=CC=2)=CC=1.[Br:32][CH2:33][CH2:34][OH:35].[Cl:36][C:37]1[C:42]([O:43][CH3:44])=[CH:41][C:40](O)=[C:39]([N+:46]([O-:48])=[O:47])[CH:38]=1. The yield is 0.629. (6) The reactants are [C:1]([C:3]1[C:4]([NH2:9])=[N:5][CH:6]=[CH:7][CH:8]=1)#[CH:2].[O:10]1[CH2:14][CH2:13][CH2:12][CH:11]1[CH2:15][CH2:16][C:17]1[CH:22]=[CH:21][C:20]([CH2:23][C:24](Cl)=[N:25][OH:26])=[CH:19][CH:18]=1.C(N(CC)CC)C. The catalyst is O1CCCC1. The product is [O:10]1[CH2:14][CH2:13][CH2:12][CH:11]1[CH2:15][CH2:16][C:17]1[CH:22]=[CH:21][C:20]([CH2:23][C:24]2[CH:2]=[C:1]([C:3]3[C:4]([NH2:9])=[N:5][CH:6]=[CH:7][CH:8]=3)[O:26][N:25]=2)=[CH:19][CH:18]=1. The yield is 0.530. (7) The reactants are Cl[C:2]1[CH:7]=[C:6]([O:8][C:9]2[C:14]([F:15])=[CH:13][C:12]([NH:16][C:17]([C:19]3([C:22]([NH:24][C:25]4[CH:30]=[CH:29][C:28]([F:31])=[CH:27][CH:26]=4)=[O:23])[CH2:21][CH2:20]3)=[O:18])=[C:11]([F:32])[CH:10]=2)[CH:5]=[CH:4][N:3]=1.[CH:33]1([C:36]([NH2:38])=[O:37])[CH2:35][CH2:34]1.C(=O)([O-])[O-].[Cs+].[Cs+]. The catalyst is O1CCOCC1.ClCCl.C1C=CC(/C=C/C(/C=C/C2C=CC=CC=2)=O)=CC=1.C1C=CC(/C=C/C(/C=C/C2C=CC=CC=2)=O)=CC=1.C1C=CC(/C=C/C(/C=C/C2C=CC=CC=2)=O)=CC=1.[Pd].[Pd].CC1(C)C2C(=C(P(C3C=CC=CC=3)C3C=CC=CC=3)C=CC=2)OC2C(P(C3C=CC=CC=3)C3C=CC=CC=3)=CC=CC1=2. The product is [CH:33]1([C:36]([NH:38][C:2]2[CH:7]=[C:6]([O:8][C:9]3[C:14]([F:15])=[CH:13][C:12]([NH:16][C:17]([C:19]4([C:22]([NH:24][C:25]5[CH:26]=[CH:27][C:28]([F:31])=[CH:29][CH:30]=5)=[O:23])[CH2:21][CH2:20]4)=[O:18])=[C:11]([F:32])[CH:10]=3)[CH:5]=[CH:4][N:3]=2)=[O:37])[CH2:35][CH2:34]1. The yield is 0.860. (8) The reactants are [C:1]([O:5][C:6]([N:8]1[CH2:13][CH2:12][N:11]([C:14]2[N:19]=[C:18]([C:20]3[CH:25]=[CH:24][N:23]=[C:22]([NH:26][CH:27]4[CH2:32][CH2:31][CH2:30][CH2:29][CH2:28]4)[CH:21]=3)[CH:17]=[C:16]([CH2:33]Br)[CH:15]=2)[CH2:10][CH2:9]1)=[O:7])([CH3:4])([CH3:3])[CH3:2].[N-:35]=[N+:36]=[N-:37].[Na+].C(Cl)Cl. The catalyst is CS(C)=O. The product is [C:1]([O:5][C:6]([N:8]1[CH2:13][CH2:12][N:11]([C:14]2[N:19]=[C:18]([C:20]3[CH:25]=[CH:24][N:23]=[C:22]([NH:26][CH:27]4[CH2:32][CH2:31][CH2:30][CH2:29][CH2:28]4)[CH:21]=3)[CH:17]=[C:16]([CH2:33][N:35]=[N+:36]=[N-:37])[CH:15]=2)[CH2:10][CH2:9]1)=[O:7])([CH3:4])([CH3:3])[CH3:2]. The yield is 0.870. (9) The reactants are CC1(C)[O:7][C:6](=[O:8])[CH2:5][C:4](=[O:9])O1.[F:11][C:12]1[CH:17]=[CH:16][C:15]([NH:18]/[N:19]=[C:20](\[CH3:23])/[CH:21]=O)=[CH:14][CH:13]=1. The catalyst is C1(C)C=CC=CC=1.C(O)(=O)C.N1CCCCC1. The product is [F:11][C:12]1[CH:13]=[CH:14][C:15]([N:18]2[C:4](=[O:9])[C:5]([C:6]([OH:7])=[O:8])=[CH:21][C:20]([CH3:23])=[N:19]2)=[CH:16][CH:17]=1. The yield is 0.580.